Dataset: hERG potassium channel inhibition data for cardiac toxicity prediction from Karim et al.. Task: Regression/Classification. Given a drug SMILES string, predict its toxicity properties. Task type varies by dataset: regression for continuous values (e.g., LD50, hERG inhibition percentage) or binary classification for toxic/non-toxic outcomes (e.g., AMES mutagenicity, cardiotoxicity, hepatotoxicity). Dataset: herg_karim. (1) The molecule is C[C@@H]1CCCN1CCc1ccc2nc(-c3cc(Br)no3)ccc2c1. The result is 1 (blocker). (2) The molecule is c1ccc(CN(c2cccc3[nH]ccc23)C2CCCNC2)cc1. The result is 1 (blocker).